Task: Regression. Given a peptide amino acid sequence and an MHC pseudo amino acid sequence, predict their binding affinity value. This is MHC class II binding data.. Dataset: Peptide-MHC class II binding affinity with 134,281 pairs from IEDB (1) The peptide sequence is LEKISNEIKIVATPD. The MHC is HLA-DQA10501-DQB10301 with pseudo-sequence HLA-DQA10501-DQB10301. The binding affinity (normalized) is 0.274. (2) The peptide sequence is TCEICALKPKIIYCN. The MHC is DRB1_0401 with pseudo-sequence DRB1_0401. The binding affinity (normalized) is 0.779. (3) The binding affinity (normalized) is 0.190. The MHC is DRB1_0401 with pseudo-sequence DRB1_0401. The peptide sequence is RQNIHSLSPQEREQF. (4) The peptide sequence is LMDLLMFSTSAYLIS. The MHC is DRB1_0101 with pseudo-sequence DRB1_0101. The binding affinity (normalized) is 0.853.